Dataset: Rat liver microsome stability data. Task: Regression/Classification. Given a drug SMILES string, predict its absorption, distribution, metabolism, or excretion properties. Task type varies by dataset: regression for continuous measurements (e.g., permeability, clearance, half-life) or binary classification for categorical outcomes (e.g., BBB penetration, CYP inhibition). Dataset: rlm. (1) The result is 0 (unstable in rat liver microsomes). The compound is Nc1nnc(-c2ccc(O)c(Cl)c2)c(-c2ccccc2)n1. (2) The compound is COc1ccc(-c2ccc3ncc(Nc4cccnc4OC)n3n2)cn1. The result is 1 (stable in rat liver microsomes). (3) The result is 0 (unstable in rat liver microsomes). The compound is CCc1nc2ccc(Cl)cn2c1C(=O)NCc1ccc2oc(-c3ccc(F)cc3)nc2c1. (4) The result is 0 (unstable in rat liver microsomes). The molecule is CCOC(=O)Nc1ccc2oc3cc(S(=O)(=O)N[C@H](C(=O)O)C(C)C)ccc3c2c1. (5) The compound is C=CC(=O)NCc1coc(-c2c(N)ncnc2Nc2ccc(Oc3cc(Cl)ccc3Cl)c(Cl)c2)n1. The result is 0 (unstable in rat liver microsomes). (6) The molecule is N#Cc1ccc(NS(=O)(=O)c2ccc(NC(=O)Cc3ccc(F)c(Cl)c3)cc2)cc1. The result is 0 (unstable in rat liver microsomes). (7) The drug is CCCn1cc(CN2CCN(c3cccc4[nH]c(-c5ccc(C(C)(C)C)cc5)nc34)CC2)nc1C. The result is 1 (stable in rat liver microsomes).